From a dataset of Forward reaction prediction with 1.9M reactions from USPTO patents (1976-2016). Predict the product of the given reaction. (1) Given the reactants [C:1]([O:5][C:6]([N:8]1[CH2:13][CH2:12][CH:11]([CH2:14][C:15]([OH:17])=O)[CH2:10][CH2:9]1)=[O:7])([CH3:4])([CH3:3])[CH3:2].C(Cl)(=O)C([Cl:21])=O.CN(C=O)C, predict the reaction product. The product is: [Cl:21][C:15](=[O:17])[CH2:14][CH:11]1[CH2:12][CH2:13][N:8]([C:6]([O:5][C:1]([CH3:4])([CH3:3])[CH3:2])=[O:7])[CH2:9][CH2:10]1. (2) Given the reactants [C:1]([O:5][C:6]([N:8]1[CH2:13][CH2:12][N:11]([CH:14]([C:22](=O)[NH2:23])[C:15]2[CH:20]=[CH:19][CH:18]=[CH:17][C:16]=2[Cl:21])[CH2:10][CH2:9]1)=[O:7])([CH3:4])([CH3:3])[CH3:2].CO, predict the reaction product. The product is: [C:1]([O:5][C:6]([N:8]1[CH2:13][CH2:12][N:11]([CH:14]([C:15]2[CH:20]=[CH:19][CH:18]=[CH:17][C:16]=2[Cl:21])[CH2:22][NH2:23])[CH2:10][CH2:9]1)=[O:7])([CH3:4])([CH3:2])[CH3:3].